The task is: Predict the product of the given reaction.. This data is from Forward reaction prediction with 1.9M reactions from USPTO patents (1976-2016). (1) Given the reactants CS(C)=O.C(Cl)(=O)C(Cl)=O.[C:11]([O:14][CH2:15][C@H:16]1[CH2:21][C@@H:20]([O:22][C:23](=[O:25])[CH3:24])[CH2:19][CH2:18][C@@:17]1([C@H:27]1[CH2:35][CH2:34][C@@:33]2([CH3:36])[C@@H:29]([CH2:30][CH2:31][C:32]2=[CH2:37])[C@@H:28]1[CH2:38][OH:39])[CH3:26])(=[O:13])[CH3:12].CCN(CC)CC, predict the reaction product. The product is: [C:11]([O:14][CH2:15][C@H:16]1[CH2:21][C@@H:20]([O:22][C:23](=[O:25])[CH3:24])[CH2:19][CH2:18][C@@:17]1([C@H:27]1[CH2:35][CH2:34][C@@:33]2([CH3:36])[C@@H:29]([CH2:30][CH2:31][C:32]2=[CH2:37])[C@@H:28]1[CH:38]=[O:39])[CH3:26])(=[O:13])[CH3:12]. (2) Given the reactants [Br:1][C:2]1[CH:7]=[CH:6][C:5]([CH2:8][C:9]([OH:11])=O)=[C:4]([F:12])[CH:3]=1.O.OC1C2N=NNC=2C=CC=1.Cl.CN(C)CCCN=C=NCC.[C:36]([O:40][C:41](=[O:53])[NH:42][C:43]([C:46]1[CH:51]=[CH:50][CH:49]=[C:48]([NH2:52])[CH:47]=1)([CH3:45])[CH3:44])([CH3:39])([CH3:38])[CH3:37], predict the reaction product. The product is: [C:36]([O:40][C:41](=[O:53])[NH:42][C:43]([C:46]1[CH:51]=[CH:50][CH:49]=[C:48]([NH:52][C:9](=[O:11])[CH2:8][C:5]2[CH:6]=[CH:7][C:2]([Br:1])=[CH:3][C:4]=2[F:12])[CH:47]=1)([CH3:45])[CH3:44])([CH3:37])([CH3:38])[CH3:39]. (3) The product is: [F:1][C:2]1[CH:7]=[CH:6][C:5]([CH:8]2[C:13]3[C:14](=[O:18])[CH2:15][O:16][CH2:17][C:12]=3[N:11]([C:24]([O:26][C:27]([CH3:30])([CH3:29])[CH3:28])=[O:25])[C:10]3[CH2:19][O:20][C:21](=[O:22])[C:9]2=3)=[CH:4][C:3]=1[I:23]. Given the reactants [F:1][C:2]1[CH:7]=[CH:6][C:5]([CH:8]2[C:13]3[C:14](=[O:18])[CH2:15][O:16][CH2:17][C:12]=3[NH:11][C:10]3[CH2:19][O:20][C:21](=[O:22])[C:9]2=3)=[CH:4][C:3]=1[I:23].[C:24](O[C:24]([O:26][C:27]([CH3:30])([CH3:29])[CH3:28])=[O:25])([O:26][C:27]([CH3:30])([CH3:29])[CH3:28])=[O:25], predict the reaction product. (4) Given the reactants [Cl:1][C:2]1[CH:7]=[C:6](Cl)[N:5]2[N:9]=[CH:10][CH:11]=[C:4]2[N:3]=1.[NH2:12][C:13]1[CH:14]=[C:15]([CH:23]=[CH:24][CH:25]=1)[C:16]([O:18][C:19]([CH3:22])([CH3:21])[CH3:20])=[O:17].C(N(CC)CC)C.C(O)(C)(C)C, predict the reaction product. The product is: [Cl:1][C:2]1[CH:7]=[C:6]([NH:12][C:13]2[CH:14]=[C:15]([CH:23]=[CH:24][CH:25]=2)[C:16]([O:18][C:19]([CH3:21])([CH3:22])[CH3:20])=[O:17])[N:5]2[N:9]=[CH:10][CH:11]=[C:4]2[N:3]=1. (5) Given the reactants [O:1]1[C:5]2[CH:6]=[CH:7][C:8]([C:10]3([C:13]([NH:15][C:16]4[CH:21]=[CH:20][C:19]([CH3:22])=[C:18](Cl)[N:17]=4)=[O:14])[CH2:12][CH2:11]3)=[CH:9][C:4]=2[O:3][CH2:2]1.[CH3:24][O:25][C:26]1[N:31]=[CH:30][C:29](B(O)O)=[CH:28][CH:27]=1.C(=O)([O-])[O-].[Na+].[Na+], predict the reaction product. The product is: [O:1]1[C:5]2[CH:6]=[CH:7][C:8]([C:10]3([C:13]([NH:15][C:16]4[N:17]=[C:18]([C:29]5[CH:30]=[N:31][C:26]([O:25][CH3:24])=[CH:27][CH:28]=5)[C:19]([CH3:22])=[CH:20][CH:21]=4)=[O:14])[CH2:12][CH2:11]3)=[CH:9][C:4]=2[O:3][CH2:2]1. (6) The product is: [ClH:1].[Cl:1][C:2]1[N:7]=[N:6][C:5]([O:8][CH2:9][CH:10]2[CH2:15][CH2:14][NH:13][CH2:12][CH2:11]2)=[CH:4][CH:3]=1. Given the reactants [Cl:1][C:2]1[N:7]=[N:6][C:5]([O:8][CH2:9][CH:10]2[CH2:15][CH2:14][N:13](C(OC(C)(C)C)=O)[CH2:12][CH2:11]2)=[CH:4][CH:3]=1.O1CCOCC1, predict the reaction product. (7) Given the reactants [Br:1][C:2]1[S:6][C:5]([NH2:7])=[N:4][C:3]=1[C:8]1[C:13]([CH3:14])=[CH:12][C:11]([O:15][C:16]2[CH:21]=[CH:20][C:19]([O:22][CH3:23])=[CH:18][CH:17]=2)=[CH:10][C:9]=1[CH3:24].C(N(CC)CC)C.Cl.[C:33](Cl)(=[O:40])[C:34]1[CH:39]=[CH:38][N:37]=[CH:36][CH:35]=1, predict the reaction product. The product is: [Br:1][C:2]1[S:6][C:5]([NH:7][C:33](=[O:40])[C:34]2[CH:39]=[CH:38][N:37]=[CH:36][CH:35]=2)=[N:4][C:3]=1[C:8]1[C:13]([CH3:14])=[CH:12][C:11]([O:15][C:16]2[CH:21]=[CH:20][C:19]([O:22][CH3:23])=[CH:18][CH:17]=2)=[CH:10][C:9]=1[CH3:24].